The task is: Predict the product of the given reaction.. This data is from Forward reaction prediction with 1.9M reactions from USPTO patents (1976-2016). (1) The product is: [N:26]1([CH2:25][CH2:24][O:23][C:22]2[CH:21]=[C:20]([NH:18][C:16]3[N:17]=[C:13]4[CH:12]=[CH:11][CH:10]=[C:9]([C:6]5[CH:7]=[CH:8][C:3]([O:2][CH3:1])=[CH:4][CH:5]=5)[N:14]4[N:15]=3)[CH:33]=[CH:32][CH:31]=2)[CH:30]=[CH:29][N:28]=[CH:27]1. Given the reactants [CH3:1][O:2][C:3]1[CH:8]=[CH:7][C:6]([C:9]2[N:14]3[N:15]=[C:16]([NH2:18])[N:17]=[C:13]3[CH:12]=[CH:11][CH:10]=2)=[CH:5][CH:4]=1.Br[C:20]1[CH:21]=[C:22]([CH:31]=[CH:32][CH:33]=1)[O:23][CH2:24][CH2:25][N:26]1[CH:30]=[CH:29][N:28]=[CH:27]1.CC1(C)C2C(=C(P(C3C=CC=CC=3)C3C=CC=CC=3)C=CC=2)OC2C(P(C3C=CC=CC=3)C3C=CC=CC=3)=CC=CC1=2.CC(C)([O-])C.[Na+], predict the reaction product. (2) Given the reactants [CH2:1]([NH:8][C:9]1[CH:13]([C:14]2[CH:19]=[CH:18][CH:17]=[CH:16][CH:15]=2)[N:12]([C:20]2[CH:25]=[CH:24][C:23]([O:26][CH3:27])=[CH:22][CH:21]=2)[C:11](=[O:28])[N:10]=1)[C:2]1[CH:7]=[CH:6][CH:5]=[CH:4][CH:3]=1.[ClH:29], predict the reaction product. The product is: [ClH:29].[CH2:1]([NH:8][C:9]1[CH:13]([C:14]2[CH:19]=[CH:18][CH:17]=[CH:16][CH:15]=2)[N:12]([C:20]2[CH:25]=[CH:24][C:23]([O:26][CH3:27])=[CH:22][CH:21]=2)[C:11](=[O:28])[N:10]=1)[C:2]1[CH:7]=[CH:6][CH:5]=[CH:4][CH:3]=1. (3) Given the reactants [CH2:1]([C:3]1[CH:4]=[N:5][N:6]2[CH:11]=[C:10](B(O)O)[CH:9]=[N:8][C:7]=12)[CH3:2].O1CCOCC1.[C:21]([O:25][C@@H:26]([C:32]1[C:47]([CH3:48])=[CH:46][C:35]2[N:36]=[C:37]([C:39]3[CH:44]=[CH:43][N:42]=[C:41](Cl)[CH:40]=3)[S:38][C:34]=2[C:33]=1[C:49]1[CH:54]=[CH:53][C:52]([Cl:55])=[CH:51][CH:50]=1)[C:27]([O:29][CH2:30][CH3:31])=[O:28])([CH3:24])([CH3:23])[CH3:22].C(=O)([O-])[O-].[K+].[K+], predict the reaction product. The product is: [C:21]([O:25][C@@H:26]([C:32]1[C:47]([CH3:48])=[CH:46][C:35]2[N:36]=[C:37]([C:39]3[CH:44]=[CH:43][N:42]=[C:41]([C:10]4[CH:9]=[N:8][C:7]5[N:6]([N:5]=[CH:4][C:3]=5[CH2:1][CH3:2])[CH:11]=4)[CH:40]=3)[S:38][C:34]=2[C:33]=1[C:49]1[CH:50]=[CH:51][C:52]([Cl:55])=[CH:53][CH:54]=1)[C:27]([O:29][CH2:30][CH3:31])=[O:28])([CH3:22])([CH3:23])[CH3:24]. (4) Given the reactants [CH3:1][S:2]([C:5]1[CH:6]=[C:7]([NH:11][C:12]2[C:17]3[C:18](=[O:21])[NH:19][CH2:20][C:16]=3[CH:15]=[C:14]([NH:22][C@@H:23]3[CH2:27][CH2:26][CH2:25][C@@H:24]3[NH:28]C(=O)OC(C)(C)C)[N:13]=2)[CH:8]=[CH:9][CH:10]=1)(=[O:4])=[O:3].Cl, predict the reaction product. The product is: [NH2:28][C@H:24]1[CH2:25][CH2:26][CH2:27][C@H:23]1[NH:22][C:14]1[N:13]=[C:12]([NH:11][C:7]2[CH:8]=[CH:9][CH:10]=[C:5]([S:2]([CH3:1])(=[O:4])=[O:3])[CH:6]=2)[C:17]2[C:18](=[O:21])[NH:19][CH2:20][C:16]=2[CH:15]=1.